From a dataset of Full USPTO retrosynthesis dataset with 1.9M reactions from patents (1976-2016). Predict the reactants needed to synthesize the given product. Given the product [ClH:1].[CH3:13][N:14]1[CH2:15][CH2:16][N:17]([S:20]([C:23]2[CH:24]=[CH:25][C:26]([C:29]3[CH:30]=[C:31]4[C:37]([C:38]([NH:12][C:7]5[CH:8]=[CH:9][CH:10]=[CH:11][C:6]=5[S:3]([CH3:2])(=[O:4])=[O:5])=[O:39])=[CH:36][NH:35][C:32]4=[N:33][CH:34]=3)=[CH:27][CH:28]=2)(=[O:22])=[O:21])[CH2:18][CH2:19]1, predict the reactants needed to synthesize it. The reactants are: [ClH:1].[CH3:2][S:3]([C:6]1[CH:11]=[CH:10][CH:9]=[CH:8][C:7]=1[NH2:12])(=[O:5])=[O:4].[CH3:13][N:14]1[CH2:19][CH2:18][N:17]([S:20]([C:23]2[CH:28]=[CH:27][C:26]([C:29]3[CH:30]=[C:31]4[C:37]([C:38](OC)=[O:39])=[CH:36][NH:35][C:32]4=[N:33][CH:34]=3)=[CH:25][CH:24]=2)(=[O:22])=[O:21])[CH2:16][CH2:15]1.